Dataset: Peptide-MHC class I binding affinity with 185,985 pairs from IEDB/IMGT. Task: Regression. Given a peptide amino acid sequence and an MHC pseudo amino acid sequence, predict their binding affinity value. This is MHC class I binding data. (1) The peptide sequence is RVRAAMKPI. The MHC is HLA-B08:02 with pseudo-sequence HLA-B08:02. The binding affinity (normalized) is 0.0847. (2) The peptide sequence is AVPQVLGGL. The MHC is HLA-A02:11 with pseudo-sequence HLA-A02:11. The binding affinity (normalized) is 0.0847. (3) The peptide sequence is SDNGILCPT. The MHC is HLA-B18:01 with pseudo-sequence HLA-B18:01. The binding affinity (normalized) is 0. (4) The peptide sequence is LLQAGASVK. The MHC is HLA-A03:01 with pseudo-sequence HLA-A03:01. The binding affinity (normalized) is 0.596. (5) The peptide sequence is LISIFLHLV. The MHC is HLA-A01:01 with pseudo-sequence HLA-A01:01. The binding affinity (normalized) is 0.302. (6) The peptide sequence is ARISSEATTPV. The MHC is Patr-A0901 with pseudo-sequence Patr-A0901. The binding affinity (normalized) is 0.405. (7) The peptide sequence is KLFGFGAQF. The MHC is HLA-B40:01 with pseudo-sequence HLA-B40:01. The binding affinity (normalized) is 0.0847. (8) The peptide sequence is WIRTPPAYR. The MHC is Patr-A0301 with pseudo-sequence Patr-A0301. The binding affinity (normalized) is 0.